Task: Predict the reactants needed to synthesize the given product.. Dataset: Full USPTO retrosynthesis dataset with 1.9M reactions from patents (1976-2016) (1) Given the product [P:5]([O-:9])([OH:8])([OH:7])=[O:6].[P:5]([O-:9])([OH:8])([OH:7])=[O:6].[P:5]([O-:9])([OH:8])([OH:7])=[O:6].[Al+3:2], predict the reactants needed to synthesize it. The reactants are: [OH-].[Al+3:2].[OH-].[OH-].[P:5](=[O:9])([OH:8])([OH:7])[OH:6]. (2) Given the product [C:11]([CH2:4][C:5]1[CH:6]=[CH:7][CH:8]=[CH:9][C:10]=1[C:1]([OH:3])=[O:2])#[N:12], predict the reactants needed to synthesize it. The reactants are: [C:1]1([C:10]2[C:5](=[CH:6][CH:7]=[CH:8][CH:9]=2)[CH2:4][O:3]1)=[O:2].[C-:11]#[N:12].[K+]. (3) Given the product [CH3:23][N:22]([CH3:24])[CH2:21][CH2:20][CH:15]([C:13]1[N:14]=[C:10]([C:7]2[CH:6]=[CH:5][C:4]([F:3])=[CH:9][CH:8]=2)[O:11][CH:12]=1)[C:16]#[N:17], predict the reactants needed to synthesize it. The reactants are: [NH2-].[Na+].[F:3][C:4]1[CH:9]=[CH:8][C:7]([C:10]2[O:11][CH:12]=[C:13]([CH2:15][C:16]#[N:17])[N:14]=2)=[CH:6][CH:5]=1.Cl.Cl[CH2:20][CH2:21][N:22]([CH2:24]CCl)[CH3:23].N. (4) Given the product [NH2:1][C:2]1[CH:3]=[C:4]([C:8]2[C:13]([O:14][CH3:15])=[C:12]([CH:16]=[O:17])[CH:11]=[C:10]([S:18]([NH:21][C:30](=[O:31])[CH2:29][CH2:28][CH:24]3[CH2:25][CH2:26][CH2:27][NH:22][CH2:23]3)(=[O:19])=[O:20])[CH:9]=2)[CH:5]=[CH:6][CH:7]=1, predict the reactants needed to synthesize it. The reactants are: [NH2:1][C:2]1[CH:3]=[C:4]([C:8]2[C:13]([O:14][CH3:15])=[C:12]([CH:16]=[O:17])[CH:11]=[C:10]([S:18]([NH2:21])(=[O:20])=[O:19])[CH:9]=2)[CH:5]=[CH:6][CH:7]=1.[NH:22]1[CH2:27][CH2:26][CH2:25][CH:24]([CH2:28][CH2:29][C:30](Cl)=[O:31])[CH2:23]1. (5) Given the product [Cl:11][C:6]1[CH:5]=[C:4]([C:2](=[O:3])[CH2:1][CH:18]([OH:19])[C:17]([OH:21])=[O:20])[CH:9]=[CH:8][C:7]=1[Cl:10], predict the reactants needed to synthesize it. The reactants are: [CH3:1][C:2]([C:4]1[CH:9]=[CH:8][C:7]([Cl:10])=[C:6]([Cl:11])[CH:5]=1)=[O:3].C(O)(=O)C.O.[C:17]([OH:21])(=[O:20])[CH:18]=[O:19].